From a dataset of Peptide-MHC class II binding affinity with 134,281 pairs from IEDB. Regression. Given a peptide amino acid sequence and an MHC pseudo amino acid sequence, predict their binding affinity value. This is MHC class II binding data. (1) The peptide sequence is AFKVAWTAANAAPAN. The MHC is DRB1_0701 with pseudo-sequence DRB1_0701. The binding affinity (normalized) is 0.697. (2) The peptide sequence is EDLVRAYHAMSSTHE. The MHC is HLA-DQA10101-DQB10501 with pseudo-sequence HLA-DQA10101-DQB10501. The binding affinity (normalized) is 0.594. (3) The peptide sequence is SDYVYQPFPKTVWEQ. The MHC is HLA-DQA10104-DQB10503 with pseudo-sequence HLA-DQA10104-DQB10503. The binding affinity (normalized) is 0. (4) The peptide sequence is TLLRAVESYLLAHSD. The MHC is DRB3_0101 with pseudo-sequence DRB3_0101. The binding affinity (normalized) is 0.365. (5) The peptide sequence is LCHLITKETPDRLTD. The MHC is H-2-IAb with pseudo-sequence H-2-IAb. The binding affinity (normalized) is 0. (6) The peptide sequence is GELQIVDSIDAAFKI. The MHC is DRB1_1101 with pseudo-sequence DRB1_1101. The binding affinity (normalized) is 0.351. (7) The peptide sequence is CNANPGLMKDVAKVF. The MHC is DRB4_0101 with pseudo-sequence DRB4_0103. The binding affinity (normalized) is 0.411. (8) The peptide sequence is TRKIMKVVNRWLFRH. The MHC is HLA-DQA10201-DQB10303 with pseudo-sequence HLA-DQA10201-DQB10303. The binding affinity (normalized) is 0. (9) The peptide sequence is VLAIVALVVATIIAI. The MHC is HLA-DPA10103-DPB10401 with pseudo-sequence HLA-DPA10103-DPB10401. The binding affinity (normalized) is 0.142. (10) The peptide sequence is YFRNEQSIPPLIQKY. The MHC is HLA-DPA10201-DPB11401 with pseudo-sequence HLA-DPA10201-DPB11401. The binding affinity (normalized) is 0.162.